From a dataset of Reaction yield outcomes from USPTO patents with 853,638 reactions. Predict the reaction yield, written as a fraction of the theoretical maximum amount of product (1.0 means a 100% yield; for example, 0.34 means a 34% yield). (1) The reactants are [Li+].CCC[CH2-].Br[C:7]1[CH:8]=[CH:9][C:10]([O:13][CH3:14])=[N:11][CH:12]=1.C1C[O:18][CH2:17]C1. No catalyst specified. The product is [CH3:14][O:13][C:10]1[N:11]=[CH:12][C:7]([CH:17]=[O:18])=[CH:8][CH:9]=1. The yield is 0.712. (2) The reactants are [Cl:1][C:2]1[CH:7]=[CH:6][C:5]([CH2:8][CH2:9][CH2:10][N:11]2[CH2:16][CH2:15][N:14]([C:17]([C:19]3[NH:40][C:22]4[N:23]=[C:24]([C:34]5[CH:39]=[CH:38][CH:37]=[CH:36][CH:35]=5)[N:25]=[C:26]([NH:27][CH2:28][CH2:29][NH:30][C:31](=[O:33])[CH3:32])[C:21]=4[CH:20]=3)=[O:18])[CH2:13][CH2:12]2)=[CH:4][CH:3]=1.[CH3:41][S:42]([OH:45])(=[O:44])=[O:43]. The catalyst is CO.C1COCC1. The product is [CH3:41][S:42]([OH:45])(=[O:44])=[O:43].[Cl:1][C:2]1[CH:3]=[CH:4][C:5]([CH2:8][CH2:9][CH2:10][N:11]2[CH2:12][CH2:13][N:14]([C:17]([C:19]3[NH:40][C:22]4[N:23]=[C:24]([C:34]5[CH:35]=[CH:36][CH:37]=[CH:38][CH:39]=5)[N:25]=[C:26]([NH:27][CH2:28][CH2:29][NH:30][C:31](=[O:33])[CH3:32])[C:21]=4[CH:20]=3)=[O:18])[CH2:15][CH2:16]2)=[CH:6][CH:7]=1. The yield is 1.00. (3) The reactants are [O:1]1[CH2:6][CH2:5][CH:4]([C:7]([C:9]2[S:13][C:12]([NH2:14])=[N:11][C:10]=2[C:15]2[O:16][CH:17]=[CH:18][CH:19]=2)=[O:8])[CH2:3][CH2:2]1.[C:20](O)(=[O:27])[C:21]1[CH:26]=[CH:25][N:24]=[CH:23][CH:22]=1.CCN=C=NCCCN(C)C.Cl.O.ON1C2C=CC=CC=2N=N1.C(=O)([O-])O.[Na+]. The catalyst is CN(C=O)C.O. The product is [O:16]1[CH:17]=[CH:18][CH:19]=[C:15]1[C:10]1[N:11]=[C:12]([NH:14][C:20]([C:21]2[CH:26]=[CH:25][N:24]=[CH:23][CH:22]=2)=[O:27])[S:13][C:9]=1[C:7]([CH:4]1[CH2:5][CH2:6][O:1][CH2:2][CH2:3]1)=[O:8]. The yield is 0.480. (4) The reactants are [NH2:1][C:2]1[CH:7]=[CH:6][C:5](Br)=[CH:4][N:3]=1.[CH3:9][C:10]([OH:14])([C:12]#[CH:13])[CH3:11].CCN(CC)CC. The catalyst is CN(C=O)C.Cl[Pd](Cl)([P](C1C=CC=CC=1)(C1C=CC=CC=1)C1C=CC=CC=1)[P](C1C=CC=CC=1)(C1C=CC=CC=1)C1C=CC=CC=1.C1C=CC(P(C2C=CC=CC=2)C2C=CC=CC=2)=CC=1. The product is [NH2:1][C:2]1[N:3]=[CH:4][C:5]([C:13]#[C:12][C:10]([CH3:11])([OH:14])[CH3:9])=[CH:6][CH:7]=1. The yield is 0.940.